The task is: Predict the reaction yield, written as a fraction of the theoretical maximum amount of product (1.0 means a 100% yield; for example, 0.34 means a 34% yield).. This data is from Reaction yield outcomes from USPTO patents with 853,638 reactions. (1) The reactants are C([Li])CCC.CCCCCC.[O:12]([C:30]1[CH:35]=[C:34]([O:36][CH3:37])[CH:33]=[C:32]([O:38][CH3:39])[CH:31]=1)[Si:13]([C:26]([CH3:29])([CH3:28])[CH3:27])([C:20]1[CH:25]=[CH:24][CH:23]=[CH:22][CH:21]=1)[C:14]1[CH:19]=[CH:18][CH:17]=[CH:16][CH:15]=1.CN(C)[CH:42]=[O:43].[Cl-].[NH4+]. The catalyst is C(OCC)C. The product is [O:12]([C:30]1[CH:35]=[C:34]([O:36][CH3:37])[C:33]([CH:42]=[O:43])=[C:32]([O:38][CH3:39])[CH:31]=1)[Si:13]([C:26]([CH3:28])([CH3:29])[CH3:27])([C:20]1[CH:25]=[CH:24][CH:23]=[CH:22][CH:21]=1)[C:14]1[CH:15]=[CH:16][CH:17]=[CH:18][CH:19]=1. The yield is 0.410. (2) The reactants are [CH2:1]([N:8]([C:21]([O:23][C:24]([CH3:27])([CH3:26])[CH3:25])=[O:22])[C:9]12[CH2:16][CH2:15][C:12]([C:17](OC)=[O:18])([CH2:13][CH2:14]1)[CH2:11][CH2:10]2)[C:2]1[CH:7]=[CH:6][CH:5]=[CH:4][CH:3]=1.[BH4-].[Li+].O. The catalyst is C1COCC1.CCOC(C)=O. The product is [CH2:1]([N:8]([C:9]12[CH2:14][CH2:13][C:12]([CH2:17][OH:18])([CH2:11][CH2:10]1)[CH2:15][CH2:16]2)[C:21](=[O:22])[O:23][C:24]([CH3:27])([CH3:26])[CH3:25])[C:2]1[CH:7]=[CH:6][CH:5]=[CH:4][CH:3]=1. The yield is 0.920. (3) The reactants are Cl[C:2]1[C:11]([CH:12]=[O:13])=[CH:10][C:9]2[C:4](=[CH:5][C:6]([O:15][CH3:16])=[C:7]([Cl:14])[CH:8]=2)[N:3]=1.[CH3:17][O-:18].[Na+]. The catalyst is CO.C1COCC1. The product is [Cl:14][C:7]1[CH:8]=[C:9]2[C:4](=[CH:5][C:6]=1[O:15][CH3:16])[N:3]=[C:2]([O:18][CH3:17])[C:11]([CH:12]=[O:13])=[CH:10]2. The yield is 0.960. (4) The product is [CH3:1][C@H:2]1[CH2:7][N:6]([CH2:51][C:50]2[CH:53]=[CH:54][C:47]([F:46])=[CH:48][CH:49]=2)[C@H:5]([CH3:8])[CH2:4][N:3]1[C@H:9]([C:24]1[CH:25]=[CH:26][C:27]([C:28]([N:30]([CH2:31][CH3:32])[CH2:33][CH3:34])=[O:29])=[CH:35][CH:36]=1)[C:10]1[CH:15]=[CH:14][CH:13]=[C:12]([OH:16])[CH:11]=1. The catalyst is C(#N)C. The reactants are [CH3:1][C@H:2]1[CH2:7][NH:6][C@H:5]([CH3:8])[CH2:4][N:3]1[C@H:9]([C:24]1[CH:36]=[CH:35][C:27]([C:28]([N:30]([CH2:33][CH3:34])[CH2:31][CH3:32])=[O:29])=[CH:26][CH:25]=1)[C:10]1[CH:15]=[CH:14][CH:13]=[C:12]([O:16]S(C(F)(F)F)(=O)=O)[CH:11]=1.[I-].[Na+].C(N(CC)CC)C.[F:46][C:47]1[CH:54]=[CH:53][C:50]([CH2:51]Br)=[CH:49][CH:48]=1.[OH-].[Na+]. The yield is 0.840. (5) The reactants are C([O:3][C:4]([C:6]1[C:7]([C:11]2[CH:16]=[CH:15][C:14]([F:17])=[CH:13][N:12]=2)=[N:8][O:9][CH:10]=1)=[O:5])C.C(OC(C1C(C2C=CC=CN=2)=NOC=1)=O)C. No catalyst specified. The product is [F:17][C:14]1[CH:15]=[CH:16][C:11]([C:7]2[C:6]([C:4]([OH:5])=[O:3])=[CH:10][O:9][N:8]=2)=[N:12][CH:13]=1. The yield is 0.670. (6) The reactants are Cl.[O:2]1[CH:6]=[CH:5][CH:4]=[C:3]1[C:7](=[NH:21])[NH:8][C:9]1[CH:10]=[C:11]([CH:16]=[CH:17][C:18]=1[O:19][CH3:20])[C:12]([O:14]C)=[O:13].[O-]Cl.[Na+].C([O-])(O)=O.[Na+].[OH-].[Na+]. The catalyst is CO. The product is [O:2]1[CH:6]=[CH:5][CH:4]=[C:3]1[C:7]1[NH:8][C:9]2[C:18]([O:19][CH3:20])=[CH:17][CH:16]=[C:11]([C:12]([OH:14])=[O:13])[C:10]=2[N:21]=1. The yield is 0.570. (7) The reactants are Br[C:2]1[N:3]([CH2:7][C:8]2[CH:9]=[C:10]([C:14]3[CH:18]=[C:17]([CH2:19][CH:20]([CH3:22])[CH3:21])[S:16][C:15]=3[S:23]([NH:26][C:27]([CH3:30])([CH3:29])[CH3:28])(=[O:25])=[O:24])[CH:11]=[CH:12][CH:13]=2)[CH:4]=[CH:5][N:6]=1.[C:31]1(B(O)O)[CH:36]=[CH:35][CH:34]=[CH:33][CH:32]=1.[OH-].[Na+]. The catalyst is C1(C)C=CC=CC=1.C(O)C.CCOC(C)=O.C1C=CC([P]([Pd]([P](C2C=CC=CC=2)(C2C=CC=CC=2)C2C=CC=CC=2)([P](C2C=CC=CC=2)(C2C=CC=CC=2)C2C=CC=CC=2)[P](C2C=CC=CC=2)(C2C=CC=CC=2)C2C=CC=CC=2)(C2C=CC=CC=2)C2C=CC=CC=2)=CC=1. The product is [C:31]1([C:2]2[N:3]([CH2:7][C:8]3[CH:9]=[C:10]([C:14]4[CH:18]=[C:17]([CH2:19][CH:20]([CH3:22])[CH3:21])[S:16][C:15]=4[S:23]([NH:26][C:27]([CH3:30])([CH3:29])[CH3:28])(=[O:25])=[O:24])[CH:11]=[CH:12][CH:13]=3)[CH:4]=[CH:5][N:6]=2)[CH:36]=[CH:35][CH:34]=[CH:33][CH:32]=1. The yield is 0.490.